Dataset: Full USPTO retrosynthesis dataset with 1.9M reactions from patents (1976-2016). Task: Predict the reactants needed to synthesize the given product. (1) Given the product [F:1][C:2]1[CH:3]=[C:4]2[C:9](=[CH:10][C:11]=1[O:42][CH2:40][CH3:41])[N:8]([CH2:13][C:14]1[CH:15]=[CH:16][C:17]([C:20]([F:22])([F:23])[F:21])=[CH:18][CH:19]=1)[CH:7]=[C:6]([C:24]1[N:28]=[C:27]([C:29]([C:32]3[CH:33]=[CH:34][C:35]([F:38])=[CH:36][CH:37]=3)([CH3:30])[CH3:31])[O:26][N:25]=1)[C:5]2=[O:39], predict the reactants needed to synthesize it. The reactants are: [F:1][C:2]1[CH:3]=[C:4]2[C:9](=[CH:10][C:11]=1F)[N:8]([CH2:13][C:14]1[CH:19]=[CH:18][C:17]([C:20]([F:23])([F:22])[F:21])=[CH:16][CH:15]=1)[CH:7]=[C:6]([C:24]1[N:28]=[C:27]([C:29]([C:32]3[CH:37]=[CH:36][C:35]([F:38])=[CH:34][CH:33]=3)([CH3:31])[CH3:30])[O:26][N:25]=1)[C:5]2=[O:39].[CH2:40]([OH:42])[CH3:41]. (2) Given the product [N:8]1([C:6]([O:5][C:1]([CH3:4])([CH3:2])[CH3:3])=[O:7])[CH2:14][CH2:13][CH2:12][CH:11]([C:15]([O:17][CH3:18])=[O:16])[CH2:10][CH2:9]1, predict the reactants needed to synthesize it. The reactants are: [C:1]([O:5][C:6]([N:8]1[CH2:14][CH2:13][CH2:12][CH:11]([C:15]([OH:17])=[O:16])[CH2:10][CH2:9]1)=[O:7])([CH3:4])([CH3:3])[CH3:2].[CH3:18]CN(C(C)C)C(C)C.F[B-](F)(F)F.C[O+](C)C. (3) Given the product [NH4+:3].[OH-:9].[N+:8]([C:7]1[C:2]([NH:11][C:12]2[CH:17]=[CH:16][CH:15]=[CH:14][CH:13]=2)=[N:3][CH:4]=[CH:5][CH:6]=1)([O-:10])=[O:9], predict the reactants needed to synthesize it. The reactants are: Cl[C:2]1[C:7]([N+:8]([O-:10])=[O:9])=[CH:6][CH:5]=[CH:4][N:3]=1.[NH2:11][C:12]1[CH:17]=[CH:16][CH:15]=[CH:14][CH:13]=1. (4) Given the product [CH3:14][C:11]([C:1]1[C:10]2[C:5](=[CH:6][CH:7]=[CH:8][CH:9]=2)[CH:4]=[CH:3][CH:2]=1)([CH3:12])[C:26]#[N:24], predict the reactants needed to synthesize it. The reactants are: [C:1]1([CH2:11][C:12]#N)[C:10]2[C:5](=[CH:6][CH:7]=[CH:8][CH:9]=2)[CH:4]=[CH:3][CH:2]=1.[CH3:14]I.[H-].[Na+].OS(O)(=O)=O.C[N:24]([CH:26]=O)C.